Dataset: Peptide-MHC class I binding affinity with 185,985 pairs from IEDB/IMGT. Task: Regression. Given a peptide amino acid sequence and an MHC pseudo amino acid sequence, predict their binding affinity value. This is MHC class I binding data. (1) The peptide sequence is YQAVVPLVY. The MHC is HLA-B44:03 with pseudo-sequence HLA-B44:03. The binding affinity (normalized) is 0.755. (2) The peptide sequence is GMKAFTAAV. The MHC is HLA-B07:02 with pseudo-sequence HLA-B07:02. The binding affinity (normalized) is 0.0847.